This data is from Reaction yield outcomes from USPTO patents with 853,638 reactions. The task is: Predict the reaction yield, written as a fraction of the theoretical maximum amount of product (1.0 means a 100% yield; for example, 0.34 means a 34% yield). (1) The reactants are CC1(C)C(C)(C)OB([C:9]2[C:17]3[C:12](=[N:13][CH:14]=[C:15]([NH:18][C:19](=[O:28])[O:20][CH2:21][C:22]4[CH:27]=[CH:26][CH:25]=[CH:24][CH:23]=4)[CH:16]=3)[N:11]([S:29]([C:32]3[CH:38]=[CH:37][C:35]([CH3:36])=[CH:34][CH:33]=3)(=[O:31])=[O:30])[CH:10]=2)O1.Cl[C:41]1[C:46]([C:47]#[N:48])=[CH:45][N:44]=[C:43]([S:49][CH3:50])[N:42]=1.C(=O)([O-])[O-].[K+].[K+]. The catalyst is C1(C)C=CC=CC=1.C(O)C.C1C=CC(P(C2C=CC=CC=2)[C-]2C=CC=C2)=CC=1.C1C=CC(P(C2C=CC=CC=2)[C-]2C=CC=C2)=CC=1.Cl[Pd]Cl.[Fe+2]. The product is [C:47]([C:46]1[C:41]([C:9]2[C:17]3[C:12](=[N:13][CH:14]=[C:15]([NH:18][C:19](=[O:28])[O:20][CH2:21][C:22]4[CH:23]=[CH:24][CH:25]=[CH:26][CH:27]=4)[CH:16]=3)[N:11]([S:29]([C:32]3[CH:38]=[CH:37][C:35]([CH3:36])=[CH:34][CH:33]=3)(=[O:30])=[O:31])[CH:10]=2)=[N:42][C:43]([S:49][CH3:50])=[N:44][CH:45]=1)#[N:48]. The yield is 0.420. (2) The reactants are Br[C:2]1[N:7]=[C:6]2[N:8]([C@H:12]([C:14]3[CH:19]=[CH:18][CH:17]=[CH:16][CH:15]=3)[CH3:13])[C:9]([OH:11])=[N:10][C:5]2=[N:4][CH:3]=1.C(N(CC)CC)C.C([Sn](CCCC)(CCCC)[C:32]([O:34]CC)=[CH2:33])CCC. The catalyst is C1C=CC([P]([Pd]([P](C2C=CC=CC=2)(C2C=CC=CC=2)C2C=CC=CC=2)([P](C2C=CC=CC=2)(C2C=CC=CC=2)C2C=CC=CC=2)[P](C2C=CC=CC=2)(C2C=CC=CC=2)C2C=CC=CC=2)(C2C=CC=CC=2)C2C=CC=CC=2)=CC=1.O1CCOCC1. The product is [OH:11][C:9]1[N:8]([C@H:12]([C:14]2[CH:19]=[CH:18][CH:17]=[CH:16][CH:15]=2)[CH3:13])[C:6]2=[N:7][C:2]([C:32](=[O:34])[CH3:33])=[CH:3][N:4]=[C:5]2[N:10]=1. The yield is 0.330. (3) The reactants are Br[C:2]1[S:3][CH:4]=[C:5]([CH2:7][O:8][N:9]=[C:10]([C:17]2[N:21]([CH3:22])[N:20]=[N:19][N:18]=2)[C:11]2[CH:16]=[CH:15][CH:14]=[CH:13][CH:12]=2)[N:6]=1.N#N.[CH:25]1([C:28]#[CH:29])[CH2:27][CH2:26]1.C(N(C(C)C)C(C)C)C. The catalyst is C1COCC1.CCOC(C)=O.[Cu]I.C1C=CC([P]([Pd]([P](C2C=CC=CC=2)(C2C=CC=CC=2)C2C=CC=CC=2)([P](C2C=CC=CC=2)(C2C=CC=CC=2)C2C=CC=CC=2)[P](C2C=CC=CC=2)(C2C=CC=CC=2)C2C=CC=CC=2)(C2C=CC=CC=2)C2C=CC=CC=2)=CC=1. The product is [CH:25]1([C:28]#[C:29][C:2]2[S:3][CH:4]=[C:5]([CH2:7][O:8][N:9]=[C:10]([C:17]3[N:21]([CH3:22])[N:20]=[N:19][N:18]=3)[C:11]3[CH:16]=[CH:15][CH:14]=[CH:13][CH:12]=3)[N:6]=2)[CH2:27][CH2:26]1. The yield is 0.600. (4) The reactants are [C:1]([N:3]=[C:4]([N:13]1[CH2:18][CH2:17][N:16]([C:19]2[CH:28]=[N:27][C:26]3[C:21](=[CH:22][CH:23]=[CH:24][CH:25]=3)[N:20]=2)[CH2:15][CH:14]1[CH:29]([CH3:31])[CH3:30])[NH:5][C:6]1[CH:7]=[N:8][CH:9]=[CH:10][C:11]=1C)#[N:2].[C:32](N=C(OC1C=CC=CC=1)NC1C(C)=NC=CC=1)#N.C(N=C([O-])NC1C=NC=CC=1C)#N. The product is [C:1]([N:3]=[C:4]([N:13]1[CH2:18][CH2:17][N:16]([C:19]2[CH:28]=[N:27][C:26]3[C:21](=[CH:22][CH:23]=[CH:24][CH:25]=3)[N:20]=2)[CH2:15][CH:14]1[CH:29]([CH3:30])[CH3:31])[NH:5][C:6]1[C:7]([CH3:32])=[N:8][CH:9]=[CH:10][CH:11]=1)#[N:2]. The yield is 0.170. No catalyst specified. (5) The reactants are CN(C)C=O.[Br:6][C:7]1[C:8](I)=[C:9]([OH:17])[C:10]([O:13][CH:14]([F:16])[F:15])=[CH:11][CH:12]=1.C(=O)([O-])O.[Na+].[CH:24]([C:26]1(O)[CH2:29][CH2:28][CH2:27]1)=[CH2:25]. The catalyst is C([O-])(=O)C.[Pd+2].C([O-])(=O)C.O. The product is [Br:6][C:7]1[CH:12]=[CH:11][C:10]([O:13][CH:14]([F:16])[F:15])=[C:9]2[C:8]=1[CH:25]=[CH:24][C:26]1([O:17]2)[CH2:29][CH2:28][CH2:27]1. The yield is 0.700. (6) The reactants are [CH3:1][C:2]1[C:6]([C:7]2[C:8]([O:28][CH3:29])=[CH:9][C:10]3[C:11]4[N:19]([CH2:20][CH:21]5[CH2:26][CH2:25][O:24][CH2:23][CH2:22]5)[C:18](=O)[NH:17][C:12]=4[CH:13]=[N:14][C:15]=3[CH:16]=2)=[C:5]([CH3:30])[O:4][N:3]=1.O=P(Cl)(Cl)Cl.P(Cl)(Cl)(Cl)(Cl)Cl.[NH:42]1[CH2:47][CH2:46][O:45][CH2:44][CH2:43]1. The catalyst is CN1C(=O)CCC1.C(Cl)Cl. The product is [CH3:1][C:2]1[C:6]([C:7]2[C:8]([O:28][CH3:29])=[CH:9][C:10]3[C:11]4[N:19]([CH2:20][CH:21]5[CH2:22][CH2:23][O:24][CH2:25][CH2:26]5)[C:18]([N:42]5[CH2:47][CH2:46][O:45][CH2:44][CH2:43]5)=[N:17][C:12]=4[CH:13]=[N:14][C:15]=3[CH:16]=2)=[C:5]([CH3:30])[O:4][N:3]=1. The yield is 0.0183.